Dataset: Forward reaction prediction with 1.9M reactions from USPTO patents (1976-2016). Task: Predict the product of the given reaction. (1) Given the reactants [CH3:1][O:2][C:3](=[O:18])[CH2:4][C:5]1[CH:14]=[CH:13][C:12]2[C:7](=[CH:8][CH:9]=[CH:10][C:11]=2[CH2:15][CH:16]=[CH2:17])[N:6]=1.C(C1C=CC=C2C=1C=CC(CC(OCC)=O)=N2)C=C.C(OCC)(=O)CC(C)=O.C1CCN2C(=NCCC2)CC1.C(NC1C=CC(S([N:71]=[N+:72]=[N-])(=O)=O)=CC=1)(=O)C, predict the reaction product. The product is: [CH2:15]([C:11]1[CH:10]=[CH:9][CH:8]=[C:7]2[C:12]=1[CH:13]=[CH:14][C:5]1[N:6]2[N:71]=[N:72][C:4]=1[C:3]([O:2][CH3:1])=[O:18])[CH:16]=[CH2:17]. (2) Given the reactants CS(O[CH2:6][CH:7]1[C:11]2([CH2:16][CH2:15][CH2:14][CH2:13][CH2:12]2)[O:10][N:9]=[C:8]1[C:17]1[CH:22]=[CH:21][C:20]([O:23][C:24]2[CH:29]=[CH:28][C:27]([Cl:30])=[CH:26][CH:25]=2)=[CH:19][CH:18]=1)(=O)=O.C([O-])([O-])=O.[Cs+].[Cs+], predict the reaction product. The product is: [Cl:30][C:27]1[CH:28]=[CH:29][C:24]([O:23][C:20]2[CH:19]=[CH:18][C:17]([C:8]3[C:7](=[CH2:6])[C:11]4([CH2:16][CH2:15][CH2:14][CH2:13][CH2:12]4)[O:10][N:9]=3)=[CH:22][CH:21]=2)=[CH:25][CH:26]=1. (3) Given the reactants [N:1]1([C:8]2[CH:9]=[CH:10][C:11]3[N:12]([C:14]([C:17]([F:20])([F:19])[F:18])=[N:15][N:16]=3)[N:13]=2)[CH2:7][CH2:6][CH2:5][NH:4][CH2:3][CH2:2]1.[CH:21]([C:23]1[CH:30]=[CH:29][C:26]([C:27]#[N:28])=[CH:25][CH:24]=1)=O, predict the reaction product. The product is: [F:20][C:17]([F:18])([F:19])[C:14]1[N:12]2[N:13]=[C:8]([N:1]3[CH2:7][CH2:6][CH2:5][N:4]([CH2:21][C:23]4[CH:30]=[CH:29][C:26]([C:27]#[N:28])=[CH:25][CH:24]=4)[CH2:3][CH2:2]3)[CH:9]=[CH:10][C:11]2=[N:16][N:15]=1. (4) Given the reactants [CH:1]1([CH2:4][C@H:5]([C@H:16]([CH2:24][CH:25]2[CH2:27][CH2:26]2)[C:17]([O:19][C:20]([CH3:23])([CH3:22])[CH3:21])=[O:18])[C:6]([O:8]CC2C=CC=CC=2)=[O:7])[CH2:3][CH2:2]1, predict the reaction product. The product is: [C:20]([O:19][C:17](=[O:18])[C@@H:16]([CH2:24][CH:25]1[CH2:26][CH2:27]1)[C@@H:5]([CH2:4][CH:1]1[CH2:2][CH2:3]1)[C:6]([OH:8])=[O:7])([CH3:23])([CH3:21])[CH3:22]. (5) Given the reactants [CH3:1][O:2][C:3]1[CH:4]=[C:5]2[C:10](=[CH:11][CH:12]=1)[CH2:9][C:8](=O)[CH2:7][CH2:6]2.[CH2:14]([NH2:16])[CH3:15].C1COCC1.C(O)(=O)C.C(O[BH-](OC(=O)C)OC(=O)C)(=O)C.[Na+].[OH-].[Na+].[F:42][C:43]([F:59])([F:58])[O:44][C:45]1[CH:50]=[CH:49][C:48]([O:51][C:52](=O)[O:53]C(Cl)C)=[CH:47][CH:46]=1, predict the reaction product. The product is: [F:42][C:43]([F:58])([F:59])[O:44][C:45]1[CH:46]=[CH:47][C:48]([O:51][C:52](=[O:53])[N:16]([CH2:14][CH3:15])[CH:8]2[CH2:7][CH2:6][C:5]3[C:10](=[CH:11][CH:12]=[C:3]([O:2][CH3:1])[CH:4]=3)[CH2:9]2)=[CH:49][CH:50]=1. (6) Given the reactants [NH2:1][CH2:2][C:3]1[CH:4]=[CH:5][C:6]([Cl:25])=[C:7]([C:9]2[NH:10][C:11](=[O:24])[N:12]([C:14]3[CH:15]=[N:16][C:17]([C:20]([F:23])([F:22])[F:21])=[CH:18][CH:19]=3)[N:13]=2)[CH:8]=1.[C:26](Cl)(=[O:31])[C:27]([CH3:30])([CH3:29])[CH3:28].CCN(C(C)C)C(C)C, predict the reaction product. The product is: [Cl:25][C:6]1[CH:5]=[CH:4][C:3]([CH2:2][NH:1][C:26](=[O:31])[C:27]([CH3:30])([CH3:29])[CH3:28])=[CH:8][C:7]=1[C:9]1[NH:10][C:11](=[O:24])[N:12]([C:14]2[CH:15]=[N:16][C:17]([C:20]([F:21])([F:23])[F:22])=[CH:18][CH:19]=2)[N:13]=1. (7) Given the reactants C(OC([NH:8][CH2:9][CH:10]1[CH2:15][CH2:14][N:13]([C:16]2[N:20]([CH3:21])[N:19]=[CH:18][C:17]=2[NH:22][C:23]([C:25]2[N:26]=[C:27](Br)[S:28][C:29]=2[NH:30]C(=O)OC(C)(C)C)=[O:24])[CH2:12][CH2:11]1)=O)CCC.[CH:39]([C:42]1[CH:43]=[C:44](B(O)O)[CH:45]=[CH:46][CH:47]=1)([CH3:41])[CH3:40], predict the reaction product. The product is: [NH2:30][C:29]1[S:28][C:27]([C:47]2[CH:46]=[CH:45][CH:44]=[CH:43][C:42]=2[CH:39]([CH3:41])[CH3:40])=[N:26][C:25]=1[C:23]([NH:22][C:17]1[CH:18]=[N:19][N:20]([CH3:21])[C:16]=1[N:13]1[CH2:14][CH2:15][CH:10]([CH2:9][NH2:8])[CH2:11][CH2:12]1)=[O:24].